This data is from Full USPTO retrosynthesis dataset with 1.9M reactions from patents (1976-2016). The task is: Predict the reactants needed to synthesize the given product. The reactants are: Cl[C:2]1[N:7]=[C:6]([NH:8][C@H:9]([C:11]2[CH:16]=[CH:15][C:14]([F:17])=[CH:13][CH:12]=2)[CH3:10])[N:5]=[C:4]([C:18]2[CH:19]=[N:20][CH:21]=[N:22][CH:23]=2)[CH:3]=1.[NH2:24][C:25]1[CH:30]=[N:29][CH:28]=[CH:27][N:26]=1.P([O-])([O-])([O-])=O.[K+].[K+].[K+]. Given the product [F:17][C:14]1[CH:15]=[CH:16][C:11]([C@@H:9]([NH:8][C:6]2[N:5]=[C:4]([C:18]3[CH:19]=[N:20][CH:21]=[N:22][CH:23]=3)[CH:3]=[C:2]([NH:24][C:25]3[CH:30]=[N:29][CH:28]=[CH:27][N:26]=3)[N:7]=2)[CH3:10])=[CH:12][CH:13]=1, predict the reactants needed to synthesize it.